Dataset: Retrosynthesis with 50K atom-mapped reactions and 10 reaction types from USPTO. Task: Predict the reactants needed to synthesize the given product. (1) Given the product Cc1onc(-c2ccccc2)c1-c1cn2cc(-n3ccnc3)ccc2n1, predict the reactants needed to synthesize it. The reactants are: Cc1onc(-c2ccccc2)c1-c1cn2cc(I)ccc2n1.c1c[nH]cn1. (2) Given the product Cc1nc2c(C3=NOC(c4cc(Cl)cc(Cl)c4)(C(F)(F)F)C3)ccc(C(=O)O)c2o1, predict the reactants needed to synthesize it. The reactants are: COC(=O)c1ccc(C2=NOC(c3cc(Cl)cc(Cl)c3)(C(F)(F)F)C2)c2nc(C)oc12. (3) Given the product CCC(=O)N1CCN(CCn2nnc3c(N4CCOCC4)nc(-c4cccc(O)c4)nc32)CC1, predict the reactants needed to synthesize it. The reactants are: CCC(=O)Cl.Oc1cccc(-c2nc(N3CCOCC3)c3nnn(CCN4CCNCC4)c3n2)c1. (4) Given the product CS(=O)(=O)c1ccc(OC2CCCCC2)c(C(=O)N2CCN(c3ncc(S(C)(=O)=O)s3)CC2)c1, predict the reactants needed to synthesize it. The reactants are: CS(=O)(=O)c1ccc(OC2CCCCC2)c(C(=O)O)c1.CS(=O)(=O)c1cnc(N2CCNCC2)s1. (5) Given the product CCOC(OCC)c1cc2cncc(-c3ccc(C(=O)O)cc3)c2o1, predict the reactants needed to synthesize it. The reactants are: CCOC(OCC)c1cc2cncc(-c3ccc(C(=O)OC)cc3)c2o1. (6) Given the product Cc1nc(-c2ccc(C(F)(F)F)cc2)n(CC(C)C)c1CN1CCN(C(c2ccccc2)c2ccccc2)CC1, predict the reactants needed to synthesize it. The reactants are: Cc1nc(-c2ccc(C(F)(F)F)cc2)n(CC(C)C)c1C=O.c1ccc(C(c2ccccc2)N2CCNCC2)cc1. (7) Given the product CCCCC[C@H]1CC[C@H](C(=O)O[C@H]2CC[C@H](C(F)(F)F)CC2)CC1, predict the reactants needed to synthesize it. The reactants are: CCCCC[C@H]1CC[C@H](C(=O)O)CC1.O[C@H]1CC[C@H](C(F)(F)F)CC1. (8) Given the product COc1cc(N(C)CCN2CCOCC2)c([N+](=O)[O-])cc1Nc1ncc(Cl)c(-c2cnn3ccccc23)n1, predict the reactants needed to synthesize it. The reactants are: CNCCN1CCOCC1.COc1cc(F)c([N+](=O)[O-])cc1Nc1ncc(Cl)c(-c2cnn3ccccc23)n1.